From a dataset of Full USPTO retrosynthesis dataset with 1.9M reactions from patents (1976-2016). Predict the reactants needed to synthesize the given product. (1) Given the product [F:11][C:5]1[CH:4]=[CH:3][C:2]([N:1]2[CH2:17][CH2:16][O:15][CH2:14][CH2:13]2)=[CH:7][C:6]=1[C:8](=[O:10])[CH3:9], predict the reactants needed to synthesize it. The reactants are: [NH2:1][C:2]1[CH:3]=[CH:4][C:5]([F:11])=[C:6]([C:8](=[O:10])[CH3:9])[CH:7]=1.Br[CH2:13][CH2:14][O:15][CH2:16][CH2:17]Br.CCN(C(C)C)C(C)C. (2) Given the product [Cl:23][C:22]1[C:14]([N:11]2[CH2:12][CH2:13][N:8]([C:6]([O:5][C:1]([CH3:3])([CH3:4])[CH3:2])=[O:7])[CH2:9][CH2:10]2)=[N:15][CH:16]=[C:17]([C:18]([NH:45][CH2:46][CH:47]([OH:49])[CH3:48])=[O:19])[CH:21]=1, predict the reactants needed to synthesize it. The reactants are: [C:1]([O:5][C:6]([N:8]1[CH2:13][CH2:12][N:11]([C:14]2[C:22]([Cl:23])=[CH:21][C:17]([C:18](O)=[O:19])=[CH:16][N:15]=2)[CH2:10][CH2:9]1)=[O:7])([CH3:4])([CH3:3])[CH3:2].CCN=C=NCCCN(C)C.C1C=CC2N(O)N=NC=2C=1.[NH2:45][CH2:46][CH:47]([OH:49])[CH3:48].CCN(C(C)C)C(C)C. (3) The reactants are: CN(C(ON1N=NC2C=CC=CC1=2)=[N+](C)C)C.F[P-](F)(F)(F)(F)F.[CH3:25][C:26]1[C:31]([O:32][C:33]2[CH:38]=[CH:37][N:36]=[C:35]([NH:39][C:40]3[CH:48]=[CH:47][C:43]([C:44]([O-])=[O:45])=[CH:42][CH:41]=3)[CH:34]=2)=[CH:30][CH:29]=[C:28]([CH3:49])[N:27]=1.[Li+].[NH2:51][CH2:52][CH2:53][NH:54][S:55]([N:58]([CH3:60])[CH3:59])(=[O:57])=[O:56].CCN(CC)CC. Given the product [CH3:25][C:26]1[C:31]([O:32][C:33]2[CH:38]=[CH:37][N:36]=[C:35]([NH:39][C:40]3[CH:41]=[CH:42][C:43]([C:44]([NH:51][CH2:52][CH2:53][NH:54][S:55](=[O:57])(=[O:56])[N:58]([CH3:60])[CH3:59])=[O:45])=[CH:47][CH:48]=3)[CH:34]=2)=[CH:30][CH:29]=[C:28]([CH3:49])[N:27]=1, predict the reactants needed to synthesize it. (4) Given the product [F:22][C:23]1[CH:28]=[CH:27][C:26]([CH3:32])=[C:25]([C:2]2[N:7]=[C:6]([NH:8][C:9]3[CH:13]=[C:12]([CH3:14])[NH:11][N:10]=3)[CH:5]=[C:4]([N:15]3[CH2:20][CH2:19][N:18]([CH3:21])[CH2:17][CH2:16]3)[N:3]=2)[CH:24]=1, predict the reactants needed to synthesize it. The reactants are: Cl[C:2]1[N:7]=[C:6]([NH:8][C:9]2[CH:13]=[C:12]([CH3:14])[NH:11][N:10]=2)[CH:5]=[C:4]([N:15]2[CH2:20][CH2:19][N:18]([CH3:21])[CH2:17][CH2:16]2)[N:3]=1.[F:22][C:23]1[CH:24]=[CH:25][C:26]([CH3:32])=[C:27](B(O)O)[CH:28]=1.C(N(CC)CC)C. (5) Given the product [CH2:76]([O:80][C:81]([N:83]1[CH2:87][CH2:86][C@H:85]([NH:88][C:89]2[CH:90]=[CH:91][C:92]([NH:95][C:96]([C:98]3[N:99]=[C:100]([C:107]4[CH:112]=[CH:111][CH:110]=[CH:109][CH:108]=4)[O:101][C:102]=3[C:103]([F:105])([F:104])[F:106])=[O:97])=[CH:93][CH:94]=2)[CH2:84]1)=[O:82])[CH3:77], predict the reactants needed to synthesize it. The reactants are: C(OC(N1CC[C@H](NC2C=CC(NC(C3N=C(C4C=CC=CC=4OC(F)(F)F)OC=3C(F)(F)F)=O)=CN=2)C1)=O)C.C(OC(N1CC(NC(C2N=C(C3C=CC=CC=3)OC=2C(F)(F)F)=O)CC1NC1C=CC=CC=1)=O)C.[C:76]([O:80][C:81]([N:83]1[CH2:87][CH2:86][C@H:85]([NH:88][C:89]2[CH:94]=[CH:93][C:92]([NH:95][C:96]([C:98]3[N:99]=[C:100]([C:107]4[CH:112]=[CH:111][CH:110]=[CH:109][CH:108]=4)[O:101][C:102]=3[C:103]([F:106])([F:105])[F:104])=[O:97])=[CH:91][CH:90]=2)[CH2:84]1)=[O:82])(C)(C)[CH3:77].ClC(OCC)=O. (6) Given the product [C:1]([C:5]1[N:10]=[C:9]([N:11]2[CH2:12][CH2:13][N:14]([CH2:17][CH2:18][CH2:19][CH2:20][NH:21][C:28]([N:35]3[CH2:36][CH2:37][CH:38]([N:41]4[C:45]5[CH:46]=[CH:47][CH:48]=[CH:49][C:44]=5[NH:43][C:42]4=[O:50])[CH2:39][CH2:40]3)=[O:29])[CH2:15][CH2:16]2)[CH:8]=[C:7]([CH3:22])[N:6]=1)([CH3:4])([CH3:3])[CH3:2], predict the reactants needed to synthesize it. The reactants are: [C:1]([C:5]1[N:10]=[C:9]([N:11]2[CH2:16][CH2:15][N:14]([CH2:17][CH2:18][CH2:19][CH2:20][NH2:21])[CH2:13][CH2:12]2)[CH:8]=[C:7]([CH3:22])[N:6]=1)([CH3:4])([CH3:3])[CH3:2].C1N=CN([C:28](N2C=NC=C2)=[O:29])C=1.[NH:35]1[CH2:40][CH2:39][CH:38]([N:41]2[C:45]3[CH:46]=[CH:47][CH:48]=[CH:49][C:44]=3[NH:43][C:42]2=[O:50])[CH2:37][CH2:36]1.